This data is from Reaction yield outcomes from USPTO patents with 853,638 reactions. The task is: Predict the reaction yield, written as a fraction of the theoretical maximum amount of product (1.0 means a 100% yield; for example, 0.34 means a 34% yield). (1) The reactants are [F:1][C:2]([F:36])([F:35])[C:3]1[CH:4]=[C:5]([C:13]([CH3:34])([CH3:33])[C:14]([N:16]([C:18]2[CH:19]=[N:20][C:21](Cl)=[CH:22][C:23]=2[C:24]2[CH:29]=[CH:28][C:27]([F:30])=[CH:26][C:25]=2[CH3:31])[CH3:17])=[O:15])[CH:6]=[C:7]([C:9]([F:12])([F:11])[F:10])[CH:8]=1.[OH-].[Na+].[C:39]1([CH3:45])[CH:44]=CC=CC=1. The catalyst is [Br-].C([N+](C)(C)C)CCCCCCCCCCCCCCC.CC(C)([P](C(C)(C)C)([Pd][P](C(C)(C)C)(C(C)(C)C)C(C)(C)C)C(C)(C)C)C. The product is [F:1][C:2]([F:36])([F:35])[C:3]1[CH:4]=[C:5]([C:13]([CH3:34])([CH3:33])[C:14]([N:16]([C:18]2[CH:19]=[N:20][C:21]([N:20]3[CH2:19][CH:18]([CH3:23])[NH:16][CH2:44][CH:39]3[CH3:45])=[CH:22][C:23]=2[C:24]2[CH:29]=[CH:28][C:27]([F:30])=[CH:26][C:25]=2[CH3:31])[CH3:17])=[O:15])[CH:6]=[C:7]([C:9]([F:12])([F:11])[F:10])[CH:8]=1. The yield is 0.420. (2) The reactants are C(OC([N:8]1[C:16]2[CH2:15][C:14]([CH3:18])([CH3:17])[CH2:13][CH2:12][C:11]=2[C:10]([C:19]2[N:20](C(OC(C)(C)C)=O)[C:21]3[C:26]([CH:27]=2)=[CH:25][CH:24]=[C:23]([C:28]([O:30][CH3:31])=[O:29])[CH:22]=3)=[N:9]1)=O)(C)(C)C.CO.[OH-].[Na+].Cl. The catalyst is O1CCCC1. The product is [CH3:17][C:14]1([CH3:18])[CH2:15][C:16]2[NH:8][N:9]=[C:10]([C:19]3[NH:20][C:21]4[C:26]([CH:27]=3)=[CH:25][CH:24]=[C:23]([C:28]([O:30][CH3:31])=[O:29])[CH:22]=4)[C:11]=2[CH2:12][CH2:13]1. The yield is 0.970.